Predict the reaction yield, written as a fraction of the theoretical maximum amount of product (1.0 means a 100% yield; for example, 0.34 means a 34% yield). From a dataset of Reaction yield outcomes from USPTO patents with 853,638 reactions. (1) The reactants are [Br:1][C:2]1[CH:7]=[C:6]([N+:8]([O-:10])=[O:9])[CH:5]=[CH:4][C:3]=1[O:11]C. The catalyst is CN(C=O)C.CCOC(C)=O.Cl. The product is [Br:1][C:2]1[CH:7]=[C:6]([N+:8]([O-:10])=[O:9])[CH:5]=[CH:4][C:3]=1[OH:11]. The yield is 0.520. (2) The reactants are [Cl:1][C:2]1[CH:3]=[CH:4][C:5]([S:9][CH3:10])=[C:6]([NH2:8])[CH:7]=1.[F:11][C:12]1[CH:17]=[C:16]([F:18])[CH:15]=[CH:14][C:13]=1[S:19](Cl)(=[O:21])=[O:20]. No catalyst specified. The product is [Cl:1][C:2]1[CH:3]=[CH:4][C:5]([S:9][CH3:10])=[C:6]([NH:8][S:19]([C:13]2[CH:14]=[CH:15][C:16]([F:18])=[CH:17][C:12]=2[F:11])(=[O:21])=[O:20])[CH:7]=1. The yield is 0.940. (3) The reactants are Cl.[NH2:2][C:3]1[C:11]([OH:12])=[C:10]2[C:6]([CH2:7][CH2:8][CH:9]2[CH2:13][CH2:14][NH:15][C:16](=[O:18])[CH3:17])=[CH:5][CH:4]=1.[CH2:19]([N:21]([CH2:24]C)[CH2:22]C)C.C(=O)([O-])O.[Na+]. The catalyst is ClCCl.C(OCC)(=O)C. The product is [CH3:19][N:21]([CH3:24])[C:22]1[O:12][C:11]2[C:10]3[CH:9]([CH2:13][CH2:14][NH:15][C:16](=[O:18])[CH3:17])[CH2:8][CH2:7][C:6]=3[CH:5]=[CH:4][C:3]=2[N:2]=1. The yield is 0.0700. (4) The reactants are Br[C:2]1[CH:3]=[N:4][C:5]([N:8]2[CH2:13][CH2:12][N:11]([C:14]([O:16][C:17]([CH3:20])([CH3:19])[CH3:18])=[O:15])[CH2:10][CH2:9]2)=[N:6][CH:7]=1.[B:21]1([B:21]2[O:25][C:24]([CH3:27])([CH3:26])[C:23]([CH3:29])([CH3:28])[O:22]2)[O:25][C:24]([CH3:27])([CH3:26])[C:23]([CH3:29])([CH3:28])[O:22]1.C([O-])(=O)C.[K+].CCOC(C)=O. The catalyst is O1CCOCC1. The product is [CH3:28][C:23]1([CH3:29])[C:24]([CH3:27])([CH3:26])[O:25][B:21]([C:2]2[CH:3]=[N:4][C:5]([N:8]3[CH2:13][CH2:12][N:11]([C:14]([O:16][C:17]([CH3:20])([CH3:19])[CH3:18])=[O:15])[CH2:10][CH2:9]3)=[N:6][CH:7]=2)[O:22]1. The yield is 0.440.